Dataset: Forward reaction prediction with 1.9M reactions from USPTO patents (1976-2016). Task: Predict the product of the given reaction. The product is: [Br:1][C:2]1[C:3]([N:17]([CH3:22])[S:18]([CH3:21])(=[O:20])=[O:19])=[CH:4][C:5]2[O:9][C:8]([CH:10]=[N:24][OH:25])=[C:7]([C:12]([NH:14][CH3:15])=[O:13])[C:6]=2[CH:16]=1. Given the reactants [Br:1][C:2]1[C:3]([N:17]([CH3:22])[S:18]([CH3:21])(=[O:20])=[O:19])=[CH:4][C:5]2[O:9][C:8]([CH:10]=O)=[C:7]([C:12]([NH:14][CH3:15])=[O:13])[C:6]=2[CH:16]=1.Cl.[NH2:24][OH:25].N1C=CC=CC=1, predict the reaction product.